Dataset: Forward reaction prediction with 1.9M reactions from USPTO patents (1976-2016). Task: Predict the product of the given reaction. (1) Given the reactants [OH:1][C:2]1[CH:7]=[C:6]([CH3:8])[C:5]([C:9]2[CH:14]=[CH:13][CH:12]=[C:11]([CH2:15][O:16][C:17]3[CH:22]=[CH:21][C:20]([C:23]4([CH2:27][C:28]([O:30][CH2:31][CH3:32])=[O:29])[CH2:26][O:25][CH2:24]4)=[CH:19][CH:18]=3)[CH:10]=2)=[C:4]([CH3:33])[CH:3]=1.CC1C=CC(S(O[CH2:45][CH:46]2[CH2:51][CH2:50][S:49](=[O:53])(=[O:52])[CH2:48][CH2:47]2)(=O)=O)=CC=1.C(=O)([O-])[O-].[Cs+].[Cs+], predict the reaction product. The product is: [O:52]=[S:49]1(=[O:53])[CH2:50][CH2:51][CH:46]([CH2:45][O:1][C:2]2[CH:3]=[C:4]([CH3:33])[C:5]([C:9]3[CH:14]=[CH:13][CH:12]=[C:11]([CH2:15][O:16][C:17]4[CH:22]=[CH:21][C:20]([C:23]5([CH2:27][C:28]([O:30][CH2:31][CH3:32])=[O:29])[CH2:24][O:25][CH2:26]5)=[CH:19][CH:18]=4)[CH:10]=3)=[C:6]([CH3:8])[CH:7]=2)[CH2:47][CH2:48]1. (2) Given the reactants [C:1]1([CH2:7][C:8]([NH:10][C:11]2[CH:16]=[CH:15][C:14]([C:17]3[N:21]4[CH:22]=[CH:23][CH:24]=[C:25]([C:26](O)=[O:27])[C:20]4=[N:19][N:18]=3)=[CH:13][CH:12]=2)=[O:9])[CH:6]=[CH:5][CH:4]=[CH:3][CH:2]=1.C(Cl)CCl.C1C=CC2N(O)N=NC=2C=1.Cl.[NH2:44][C@@H:45]([CH2:48][CH3:49])[CH2:46][OH:47].C(N(CC)CC)C, predict the reaction product. The product is: [OH:47][CH2:46][C@@H:45]([NH:44][C:26]([C:25]1[C:20]2[N:21]([C:17]([C:14]3[CH:15]=[CH:16][C:11]([NH:10][C:8](=[O:9])[CH2:7][C:1]4[CH:2]=[CH:3][CH:4]=[CH:5][CH:6]=4)=[CH:12][CH:13]=3)=[N:18][N:19]=2)[CH:22]=[CH:23][CH:24]=1)=[O:27])[CH2:48][CH3:49]. (3) Given the reactants [CH3:1][O:2][C:3]([C:5]1[CH:10]=[N:9][C:8]([CH:11]=CN(C)C)=[CH:7][N:6]=1)=[O:4].I([O-])(=O)(=O)=[O:17].[Na+], predict the reaction product. The product is: [CH3:1][O:2][C:3]([C:5]1[CH:10]=[N:9][C:8]([CH:11]=[O:17])=[CH:7][N:6]=1)=[O:4]. (4) Given the reactants [CH3:1][N:2]([CH3:7])[S:3](Cl)(=[O:5])=[O:4].[NH2:8][CH2:9][CH2:10][CH2:11][CH2:12][N:13]1[C:21]2[C:20]([CH3:22])=[C:19]([CH3:23])[N:18]=[C:17]([NH2:24])[C:16]=2[N:15]=[CH:14]1, predict the reaction product. The product is: [NH2:24][C:17]1[C:16]2[N:15]=[CH:14][N:13]([CH2:12][CH2:11][CH2:10][CH2:9][NH:8][S:3]([N:2]([CH3:7])[CH3:1])(=[O:5])=[O:4])[C:21]=2[C:20]([CH3:22])=[C:19]([CH3:23])[N:18]=1. (5) Given the reactants Br[CH2:2][C:3]1[C:8]2[N:9]=[C:10]([C:12]3[CH:17]=[CH:16][CH:15]=[C:14]([F:18])[CH:13]=3)[S:11][C:7]=2[CH:6]=[CH:5][CH:4]=1.[OH:19][CH2:20][CH:21]([CH2:30][C:31]1[CH:36]=[CH:35][C:34]([C:37]([O:39][CH3:40])=[O:38])=[CH:33][CH:32]=1)[CH2:22][CH2:23][CH2:24][CH2:25][C:26]([O:28][CH3:29])=[O:27].O, predict the reaction product. The product is: [F:18][C:14]1[CH:13]=[C:12]([C:10]2[S:11][C:7]3[CH:6]=[CH:5][CH:4]=[C:3]([CH2:2][O:19][CH2:20][CH:21]([CH2:30][C:31]4[CH:32]=[CH:33][C:34]([C:37]([O:39][CH3:40])=[O:38])=[CH:35][CH:36]=4)[CH2:22][CH2:23][CH2:24][CH2:25][C:26]([O:28][CH3:29])=[O:27])[C:8]=3[N:9]=2)[CH:17]=[CH:16][CH:15]=1. (6) Given the reactants [N:1]1[CH:6]=[CH:5][C:4]([C:7]2[CH:11]=[N:10][NH:9][C:8]=2[C:12]2[CH:29]=[CH:28][C:15]([O:16][CH2:17][C:18]3[CH:27]=[CH:26][C:25]4[C:20](=[CH:21][CH:22]=[CH:23][CH:24]=4)[N:19]=3)=[CH:14][CH:13]=2)=[CH:3][CH:2]=1.[CH3:30]NN.S(=O)(=O)(O)O, predict the reaction product. The product is: [CH3:30][N:10]1[CH:11]=[C:7]([C:4]2[CH:3]=[CH:2][N:1]=[CH:6][CH:5]=2)[C:8]([C:12]2[CH:13]=[CH:14][C:15]([O:16][CH2:17][C:18]3[CH:27]=[CH:26][C:25]4[C:20](=[CH:21][CH:22]=[CH:23][CH:24]=4)[N:19]=3)=[CH:28][CH:29]=2)=[N:9]1. (7) Given the reactants [I:1][C:2]1[CH:8]=[CH:7][C:5]([NH2:6])=[CH:4][CH:3]=1.N1C=CC=CC=1.[CH2:15]([O:17][CH:18]=[CH:19][C:20](Cl)=[O:21])[CH3:16], predict the reaction product. The product is: [CH2:15]([O:17][CH:18]=[CH:19][C:20]([NH:6][C:5]1[CH:7]=[CH:8][C:2]([I:1])=[CH:3][CH:4]=1)=[O:21])[CH3:16]. (8) Given the reactants [CH2:1]([OH:7])[CH2:2][O:3][CH2:4][CH2:5][OH:6].[H-].[Na+].[Cl:10][C:11]1[N:12]=[C:13]([N:27]2[CH2:32][CH2:31][O:30][CH2:29][CH2:28]2)[C:14]2[S:19][C:18]([C:20]3[CH:21]=[N:22][C:23](F)=[CH:24][CH:25]=3)=[CH:17][C:15]=2[N:16]=1, predict the reaction product. The product is: [Cl:10][C:11]1[N:12]=[C:13]([N:27]2[CH2:28][CH2:29][O:30][CH2:31][CH2:32]2)[C:14]2[S:19][C:18]([C:20]3[CH:25]=[CH:24][C:23]([O:7][CH2:1][CH2:2][O:3][CH2:4][CH2:5][OH:6])=[N:22][CH:21]=3)=[CH:17][C:15]=2[N:16]=1.